This data is from Forward reaction prediction with 1.9M reactions from USPTO patents (1976-2016). The task is: Predict the product of the given reaction. (1) Given the reactants CN(C(ON1N=NC2C=CC=NC1=2)=[N+](C)C)C.F[P-](F)(F)(F)(F)F.C(N(CC)CC)C.[CH2:32]1[C:35]2([CH2:40][CH2:39][NH:38][CH2:37][CH2:36]2)[CH2:34][O:33]1.Cl.[C:42]([CH2:45][C@@H:46]1[N:52]=[C:51]([C:53]2[CH:58]=[CH:57][C:56]([Cl:59])=[CH:55][CH:54]=2)[C:50]2[C:60]([CH3:64])=[C:61]([CH3:63])[S:62][C:49]=2[N:48]2[C:65]([CH3:68])=[NH+:66][N:67]=[C:47]12)(O)=[O:43], predict the reaction product. The product is: [Cl:59][C:56]1[CH:55]=[CH:54][C:53]([C:51]2[C:50]3[C:60]([CH3:64])=[C:61]([CH3:63])[S:62][C:49]=3[N:48]3[C:65]([CH3:68])=[N:66][N:67]=[C:47]3[C@H:46]([CH2:45][C:42]([CH:37]3[NH:38][CH2:39][CH2:40][C:35]4([CH2:34][O:33][CH2:32]4)[CH2:36]3)=[O:43])[N:52]=2)=[CH:58][CH:57]=1. (2) Given the reactants C[Si]([N-][Si](C)(C)C)(C)C.[Li+].F[C:12]1[C:13]([C:20]2[NH:29][C:28](=[O:30])[C:27]3[C:22](=[CH:23][C:24]([O:33][CH3:34])=[CH:25][C:26]=3[O:31][CH3:32])[N:21]=2)=[N:14][CH:15]=[C:16]([O:18][CH3:19])[CH:17]=1.Cl.[NH2:36][CH:37]1[CH2:42][CH2:41][N:40]([C:43](=[O:47])[CH:44]([CH3:46])[CH3:45])[CH2:39][CH2:38]1, predict the reaction product. The product is: [C:43]([N:40]1[CH2:39][CH2:38][CH:37]([NH:36][C:12]2[C:13]([C:20]3[NH:29][C:28](=[O:30])[C:27]4[C:22](=[CH:23][C:24]([O:33][CH3:34])=[CH:25][C:26]=4[O:31][CH3:32])[N:21]=3)=[N:14][CH:15]=[C:16]([O:18][CH3:19])[CH:17]=2)[CH2:42][CH2:41]1)(=[O:47])[CH:44]([CH3:46])[CH3:45]. (3) Given the reactants [Br:1][C:2]1[CH:7]=[CH:6][C:5]([C:8]2([CH2:11]O)[CH2:10][CH2:9]2)=[CH:4][CH:3]=1.[CH2:13]([N:15](CC)CC)C.CS(Cl)(=O)=O.[C-]#N.[Na+], predict the reaction product. The product is: [Br:1][C:2]1[CH:7]=[CH:6][C:5]([C:8]2([CH2:11][C:13]#[N:15])[CH2:10][CH2:9]2)=[CH:4][CH:3]=1. (4) Given the reactants [C:1]([C:3]1[CH:8]=[C:7]([CH3:9])[CH:6]=[CH:5][C:4]=1[C:10]1[CH:15]=[C:14]([O:16][C:17]2[S:18][CH:19]=[CH:20][N:21]=2)[CH:13]=[C:12]([C:22](O)=[O:23])[CH:11]=1)#[N:2].[CH3:25][C:26]1[N:31]=[CH:30][C:29]([C@H:32]([NH2:34])[CH3:33])=[CH:28][N:27]=1.F[P-](F)(F)(F)(F)F.C[N+](C)=C(N(C)C)ON1C2N=CC=CC=2N=N1.C(N(CC)C(C)C)(C)C, predict the reaction product. The product is: [C:1]([C:3]1[CH:8]=[C:7]([CH3:9])[CH:6]=[CH:5][C:4]=1[C:10]1[CH:15]=[C:14]([O:16][C:17]2[S:18][CH:19]=[CH:20][N:21]=2)[CH:13]=[C:12]([C:22]([NH:34][C@@H:32]([C:29]2[CH:28]=[N:27][C:26]([CH3:25])=[N:31][CH:30]=2)[CH3:33])=[O:23])[CH:11]=1)#[N:2]. (5) Given the reactants [CH3:1][N:2]([CH3:12])[C:3]1[CH:8]=[CH:7][C:6]([C:9](=O)[CH3:10])=[CH:5][CH:4]=1.[Li+].C[Si]([N-][Si](C)(C)C)(C)C.[CH3:23][O:24][C:25]1[CH:33]=[CH:32][C:28]([C:29](Cl)=O)=[CH:27][CH:26]=1.O.[NH2:35][NH2:36], predict the reaction product. The product is: [CH3:23][O:24][C:25]1[CH:33]=[CH:32][C:28]([C:29]2[NH:36][N:35]=[C:9]([C:6]3[CH:7]=[CH:8][C:3]([N:2]([CH3:12])[CH3:1])=[CH:4][CH:5]=3)[CH:10]=2)=[CH:27][CH:26]=1. (6) Given the reactants [NH2:1][C:2]1[S:3]/[C:4](=[CH:8]\[C:9]2[CH:14]=[C:13]([O:15][CH3:16])[C:12]([OH:17])=[C:11]([Cl:18])[CH:10]=2)/[C:5](=[O:7])[N:6]=1.Br[CH2:20][C:21]([C:23]1[CH:28]=[CH:27][C:26]([O:29][CH3:30])=[C:25]([O:31][CH3:32])[CH:24]=1)=O, predict the reaction product. The product is: [Cl:18][C:11]1[CH:10]=[C:9](/[CH:8]=[C:4]2/[C:5](=[O:7])[N:6]3[CH:20]=[C:21]([C:23]4[CH:28]=[CH:27][C:26]([O:29][CH3:30])=[C:25]([O:31][CH3:32])[CH:24]=4)[N:1]=[C:2]3[S:3]/2)[CH:14]=[C:13]([O:15][CH3:16])[C:12]=1[OH:17]. (7) The product is: [F:1][C:2]1([F:25])[CH2:7][CH2:6][C:5]([CH2:9][NH:10][C:11]([C:13]2[C:14]3[CH:15]=[CH:16][C:17]([N:38]4[CH2:39][CH2:40][C@@H:36]([F:35])[CH2:37]4)=[N:18][C:19]=3[CH:20]=[CH:21][C:22]=2[Cl:23])=[O:12])([OH:8])[CH2:4][CH2:3]1. Given the reactants [F:1][C:2]1([F:25])[CH2:7][CH2:6][C:5]([CH2:9][NH:10][C:11]([C:13]2[C:14]3[CH:15]=[CH:16][C:17](Cl)=[N:18][C:19]=3[CH:20]=[CH:21][C:22]=2[Cl:23])=[O:12])([OH:8])[CH2:4][CH2:3]1.CCN(C(C)C)C(C)C.[F:35][C@@H:36]1[CH2:40][CH2:39][NH:38][CH2:37]1, predict the reaction product. (8) Given the reactants [C:1]([C:5]1[O:9][N:8]=[C:7]([NH:10][C:11]([NH:13][C:14]2[CH:19]=[CH:18][CH:17]=[C:16]([S:20][C:21]3[C:30]4[C:25](=[CH:26][C:27]([O:35][CH3:36])=[C:28]([O:31][CH2:32][CH2:33]Cl)[CH:29]=4)[N:24]=[CH:23][N:22]=3)[CH:15]=2)=[O:12])[CH:6]=1)([CH3:4])([CH3:3])[CH3:2].[NH:37]1[CH2:42][CH2:41][O:40][CH2:39][CH2:38]1, predict the reaction product. The product is: [C:1]([C:5]1[O:9][N:8]=[C:7]([NH:10][C:11]([NH:13][C:14]2[CH:19]=[CH:18][CH:17]=[C:16]([S:20][C:21]3[C:30]4[C:25](=[CH:26][C:27]([O:35][CH3:36])=[C:28]([O:31][CH2:32][CH2:33][N:37]5[CH2:42][CH2:41][O:40][CH2:39][CH2:38]5)[CH:29]=4)[N:24]=[CH:23][N:22]=3)[CH:15]=2)=[O:12])[CH:6]=1)([CH3:4])([CH3:3])[CH3:2].